This data is from Forward reaction prediction with 1.9M reactions from USPTO patents (1976-2016). The task is: Predict the product of the given reaction. (1) The product is: [C:7]([O:11][C:12]([NH:14][C@H:15]1[CH2:20][CH2:19][CH2:18][CH2:17][C@H:16]1[NH:21][C:22]1[N:27]=[C:26]([C:45]2[CH:44]=[N:43][N:42]([CH3:41])[CH:46]=2)[C:25]2[C:29](=[O:39])[N:30]([C:32]([O:34][C:35]([CH3:38])([CH3:37])[CH3:36])=[O:33])[CH2:31][C:24]=2[C:23]=1[F:40])=[O:13])([CH3:10])([CH3:9])[CH3:8]. Given the reactants CC(N(C)C)=O.[C:7]([O:11][C:12]([NH:14][C@H:15]1[CH2:20][CH2:19][CH2:18][CH2:17][C@H:16]1[NH:21][C:22]1[N:27]=[C:26](Cl)[C:25]2[C:29](=[O:39])[N:30]([C:32]([O:34][C:35]([CH3:38])([CH3:37])[CH3:36])=[O:33])[CH2:31][C:24]=2[C:23]=1[F:40])=[O:13])([CH3:10])([CH3:9])[CH3:8].[CH3:41][N:42]1[CH:46]=[C:45](B2OC(C)(C)C(C)(C)O2)[CH:44]=[N:43]1.C(=O)([O-])[O-].[K+].[K+], predict the reaction product. (2) The product is: [O:34]1[CH:38]=[CH:37][C:36]2[CH:39]=[C:40]([CH2:43][C:4]3[C:3]4[C:7](=[CH:8][CH:9]=[CH:10][C:2]=4[Br:1])[N:6]([C@@H:11]4[O:28][C@H:27]([CH2:29][OH:30])[C@@H:22]([OH:23])[C@H:17]([OH:18])[C@H:12]4[OH:13])[CH:5]=3)[CH:41]=[CH:42][C:35]1=2. Given the reactants [Br:1][C:2]1[CH:10]=[CH:9][CH:8]=[C:7]2[C:3]=1[CH:4]=[CH:5][N:6]2[C@@H:11]1[O:28][C@H:27]([CH2:29][O:30]C(=O)C)[C@@H:22]([O:23]C(=O)C)[C@H:17]([O:18]C(=O)C)[C@H:12]1[O:13]C(=O)C.[O:34]1[CH:38]=[CH:37][C:36]2[CH:39]=[C:40]([C:43](Cl)=O)[CH:41]=[CH:42][C:35]1=2, predict the reaction product. (3) Given the reactants Br[C:2]1[CH:7]=[C:6]([CH3:8])[C:5]([CH2:9][C:10]([N:12]([CH2:18][C:19]2[CH:24]=[CH:23][CH:22]=[CH:21][N:20]=2)[CH2:13][C:14]([O:16][CH3:17])=[O:15])=[O:11])=[C:4]([CH3:25])[CH:3]=1.[C:26]1(P(C2C=CC=CC=2)CCCCP(C2C=CC=CC=2)C2C=CC=CC=2)[CH:31]=CC=C[CH:27]=1.[F-].C([N+](CCCC)(CCCC)CCCC)CCC, predict the reaction product. The product is: [CH3:8][C:6]1[CH:7]=[C:2]([C:27]#[C:26][CH3:31])[CH:3]=[C:4]([CH3:25])[C:5]=1[CH2:9][C:10]([N:12]([CH2:18][C:19]1[CH:24]=[CH:23][CH:22]=[CH:21][N:20]=1)[CH2:13][C:14]([O:16][CH3:17])=[O:15])=[O:11]. (4) Given the reactants [F:1][C:2]1[CH:3]=[C:4]([N+:9]([O-:11])=[O:10])[C:5](O)=[N:6][CH:7]=1.P(Cl)(Cl)([Cl:14])=O.CN(C)C=O, predict the reaction product. The product is: [Cl:14][C:5]1[C:4]([N+:9]([O-:11])=[O:10])=[CH:3][C:2]([F:1])=[CH:7][N:6]=1. (5) Given the reactants [Cl:1][C:2]1[CH:3]=[C:4]([C:9]2([C:22]([F:25])([F:24])[F:23])[O:13][N:12]=[C:11]([C:14]3[CH:15]=[CH:16][C:17]([CH3:21])=[C:18]([CH:20]=3)[NH2:19])[CH2:10]2)[CH:5]=[C:6]([Cl:8])[CH:7]=1.[C:26](O)(=[O:35])[C:27]1[CH:32]=[CH:31][C:30]([O:33][CH3:34])=[CH:29][CH:28]=1.Cl.C(N(CC)CCCN=C=NCC)C.C(=O)([O-])O.[Na+], predict the reaction product. The product is: [Cl:1][C:2]1[CH:3]=[C:4]([C:9]2([C:22]([F:23])([F:25])[F:24])[O:13][N:12]=[C:11]([C:14]3[CH:15]=[CH:16][C:17]([CH3:21])=[C:18]([NH:19][C:26](=[O:35])[C:27]4[CH:32]=[CH:31][C:30]([O:33][CH3:34])=[CH:29][CH:28]=4)[CH:20]=3)[CH2:10]2)[CH:5]=[C:6]([Cl:8])[CH:7]=1. (6) Given the reactants [Br:1][C:2]1[N:3]([CH2:8][C:9]2[CH:14]=[CH:13][CH:12]=[C:11]([F:15])[CH:10]=2)[C:4](=[O:7])[NH:5][N:6]=1.Cl[CH2:17][C:18]([O:20][CH3:21])=[O:19].C(=O)([O-])[O-].[K+].[K+].Cl, predict the reaction product. The product is: [Br:1][C:2]1[N:3]([CH2:8][C:9]2[CH:14]=[CH:13][CH:12]=[C:11]([F:15])[CH:10]=2)[C:4](=[O:7])[N:5]([CH2:17][C:18]([O:20][CH3:21])=[O:19])[N:6]=1.